The task is: Predict the reactants needed to synthesize the given product.. This data is from Full USPTO retrosynthesis dataset with 1.9M reactions from patents (1976-2016). (1) Given the product [OH:13][C:9]([CH2:8][C:5]1[CH:4]=[CH:3][C:2]([OH:1])=[CH:7][CH:6]=1)([C:10]([OH:12])=[O:11])[CH2:16][C:15](=[N:24][OH:25])[C:14]([OH:22])=[O:21], predict the reactants needed to synthesize it. The reactants are: [OH:1][C:2]1[CH:7]=[CH:6][C:5]([CH2:8][C:9](=[O:13])[C:10]([OH:12])=[O:11])=[CH:4][CH:3]=1.[C:14]([OH:22])(=[O:21])[CH2:15][C:16](C(O)=O)=O.Cl.[NH2:24][OH:25].Cl. (2) Given the product [Cl:32][C:30]1[CH:31]=[C:24]([C:9]2[CH:10]=[CH:11][C:6]([S:3]([CH2:1][CH3:2])(=[O:4])=[O:5])=[CH:7][C:8]=2[O:21][CH3:22])[C:25]([C:26]#[N:27])=[CH:28][CH:29]=1, predict the reactants needed to synthesize it. The reactants are: [CH2:1]([S:3]([C:6]1[CH:11]=[CH:10][C:9](B2OC(C)(C)C(C)(C)O2)=[C:8]([O:21][CH3:22])[CH:7]=1)(=[O:5])=[O:4])[CH3:2].Br[C:24]1[CH:31]=[C:30]([Cl:32])[CH:29]=[CH:28][C:25]=1[C:26]#[N:27].C(=O)([O-])[O-].[Na+].[Na+]. (3) Given the product [CH2:1]([O:8][C:9]([C:11]1[N:19]2[C:14]([CH:15]=[CH:16][CH:17]=[CH:18]2)=[C:13]([N:32]=[C:36]=[O:37])[CH:12]=1)=[O:10])[C:2]1[CH:3]=[CH:4][CH:5]=[CH:6][CH:7]=1, predict the reactants needed to synthesize it. The reactants are: [CH2:1]([O:8][C:9]([C:11]1[N:19]2[C:14]([CH:15]=[CH:16][CH:17]=[CH:18]2)=[C:13](C(O)=O)[CH:12]=1)=[O:10])[C:2]1[CH:7]=[CH:6][CH:5]=[CH:4][CH:3]=1.C(OC1C=C2C(=CC=1)[N:32]([C:36](N)=[O:37])C=C2N=C=O)C=C. (4) Given the product [F:23][C:24]1[CH:25]=[C:26]2[C:30](=[CH:31][C:32]=1[NH:33][C:34](=[O:38])[CH:35]([OH:37])[CH3:36])[NH:29][C:28](=[O:39])[C:27]2=[CH:21][C:3]1[NH:4][C:5]2[CH2:11][CH2:10][CH2:9][N:8]([CH2:12][CH2:13][N:14]3[CH2:15][CH2:16][O:17][CH2:18][CH2:19]3)[C:7](=[O:20])[C:6]=2[C:2]=1[CH3:1], predict the reactants needed to synthesize it. The reactants are: [CH3:1][C:2]1[C:6]2[C:7](=[O:20])[N:8]([CH2:12][CH2:13][N:14]3[CH2:19][CH2:18][O:17][CH2:16][CH2:15]3)[CH2:9][CH2:10][CH2:11][C:5]=2[NH:4][C:3]=1[CH:21]=O.[F:23][C:24]1[CH:25]=[C:26]2[C:30](=[CH:31][C:32]=1[NH:33][C:34](=[O:38])[CH:35]([OH:37])[CH3:36])[NH:29][C:28](=[O:39])[CH2:27]2. (5) Given the product [NH2:1][C:2]1[C:10]([N+:11]([O-:13])=[O:12])=[CH:9][C:8]([Cl:14])=[CH:7][C:3]=1[C:4]([OH:6])=[O:5], predict the reactants needed to synthesize it. The reactants are: [NH2:1][C:2]1[C:10]([N+:11]([O-:13])=[O:12])=[CH:9][CH:8]=[CH:7][C:3]=1[C:4]([OH:6])=[O:5].[Cl:14]N1C(=O)CCC1=O.O. (6) Given the product [Br:13][C:3]1[CH:4]=[CH:5][C:6]2[O:7][C:8]([F:12])([F:11])[O:9][C:10]=2[C:2]=1[NH2:1], predict the reactants needed to synthesize it. The reactants are: [NH2:1][C:2]1[C:10]2[O:9][C:8]([F:12])([F:11])[O:7][C:6]=2[CH:5]=[CH:4][CH:3]=1.[Br:13]N1C(=O)CCC1=O. (7) Given the product [F:24][C:25]1[CH:30]=[CH:29][C:28]([C:2]2[C:7]3[O:8][C@@H:9]([CH2:12][O:13][S:14]([C:17]4[CH:18]=[CH:19][C:20]([CH3:23])=[CH:21][CH:22]=4)(=[O:15])=[O:16])[CH2:10][O:11][C:6]=3[CH:5]=[CH:4][CH:3]=2)=[C:27]([O:34][CH:35]([CH3:37])[CH3:36])[CH:26]=1, predict the reactants needed to synthesize it. The reactants are: Br[C:2]1[C:7]2[O:8][C@@H:9]([CH2:12][O:13][S:14]([C:17]3[CH:22]=[CH:21][C:20]([CH3:23])=[CH:19][CH:18]=3)(=[O:16])=[O:15])[CH2:10][O:11][C:6]=2[CH:5]=[CH:4][CH:3]=1.[F:24][C:25]1[CH:30]=[CH:29][C:28](B(O)O)=[C:27]([O:34][CH:35]([CH3:37])[CH3:36])[CH:26]=1.